This data is from Catalyst prediction with 721,799 reactions and 888 catalyst types from USPTO. The task is: Predict which catalyst facilitates the given reaction. (1) Reactant: C(=O)([O-])[O-].[K+].[K+].F[C:8]1[C:13]([C:14]([F:17])([F:16])[F:15])=[CH:12][CH:11]=[CH:10][N:9]=1.[NH2:18][C:19]1[C:24]([C:25]2[CH:30]=[CH:29][C:28]([OH:31])=[CH:27][CH:26]=2)=[CH:23][C:22]([Cl:32])=[CH:21][N:20]=1.O. Product: [Cl:32][C:22]1[CH:23]=[C:24]([C:25]2[CH:26]=[CH:27][C:28]([O:31][C:8]3[C:13]([C:14]([F:17])([F:16])[F:15])=[CH:12][CH:11]=[CH:10][N:9]=3)=[CH:29][CH:30]=2)[C:19]([NH2:18])=[N:20][CH:21]=1. The catalyst class is: 16. (2) Reactant: [F:1][C:2]1[CH:7]=[C:6]([F:8])[C:5]([F:9])=[CH:4][C:3]=1[NH:10][C:11]1[O:15][C:14]([C:16]([NH:18][C:19]2[CH:20]=[CH:21][C:22]([C@H:25]3[CH2:30][CH2:29][C@H:28]([CH2:31][C:32]([O:34]C)=[O:33])[CH2:27][CH2:26]3)=[N:23][CH:24]=2)=[O:17])=[N:13][N:12]=1.[OH-].[Na+]. Product: [F:1][C:2]1[CH:7]=[C:6]([F:8])[C:5]([F:9])=[CH:4][C:3]=1[NH:10][C:11]1[O:15][C:14]([C:16]([NH:18][C:19]2[CH:20]=[CH:21][C:22]([C@H:25]3[CH2:26][CH2:27][C@H:28]([CH2:31][C:32]([OH:34])=[O:33])[CH2:29][CH2:30]3)=[N:23][CH:24]=2)=[O:17])=[N:13][N:12]=1. The catalyst class is: 36.